Dataset: NCI-60 drug combinations with 297,098 pairs across 59 cell lines. Task: Regression. Given two drug SMILES strings and cell line genomic features, predict the synergy score measuring deviation from expected non-interaction effect. Drug 1: CC1=CC2C(CCC3(C2CCC3(C(=O)C)OC(=O)C)C)C4(C1=CC(=O)CC4)C. Drug 2: CC1=C2C(C(=O)C3(C(CC4C(C3C(C(C2(C)C)(CC1OC(=O)C(C(C5=CC=CC=C5)NC(=O)C6=CC=CC=C6)O)O)OC(=O)C7=CC=CC=C7)(CO4)OC(=O)C)O)C)OC(=O)C. Cell line: M14. Synergy scores: CSS=37.3, Synergy_ZIP=8.85, Synergy_Bliss=11.7, Synergy_Loewe=-30.4, Synergy_HSA=9.27.